From a dataset of Forward reaction prediction with 1.9M reactions from USPTO patents (1976-2016). Predict the product of the given reaction. (1) Given the reactants [F:1][C:2]1[CH:3]=[C:4]([C:10]2[C:14]([C:15]3[CH:20]=[CH:19][CH:18]=[CH:17][CH:16]=3)=[CH:13][S:12][C:11]=2[C:21]([O:23][CH3:24])=[O:22])[CH:5]=[CH:6][C:7]=1[S:8][CH3:9].[OH2:25].[OH2:26].O.O.O.O.C(O[O-])(=O)C1C(=CC=CC=1)C([O-])=O.[Mg+2].C(OCC)(=O)C, predict the reaction product. The product is: [F:1][C:2]1[CH:3]=[C:4]([C:10]2[C:14]([C:15]3[CH:20]=[CH:19][CH:18]=[CH:17][CH:16]=3)=[CH:13][S:12][C:11]=2[C:21]([O:23][CH3:24])=[O:22])[CH:5]=[CH:6][C:7]=1[S:8]([CH3:9])(=[O:26])=[O:25]. (2) Given the reactants [CH3:1][C@H:2]1[NH:7][CH2:6][CH2:5][N:4]([CH2:8][C:9]2[CH:14]=[CH:13][C:12]([N:15]3[CH2:20][CH2:19][O:18][CH2:17][CH2:16]3)=[CH:11][C:10]=2[C:21]([F:24])([F:23])[F:22])[CH2:3]1.[C:25](=O)([O:34]N1C(=O)CCC1=O)[O:26][N:27]1[C:31](=[O:32])[CH2:30][CH2:29][C:28]1=[O:33].C(N(CC)CC)C, predict the reaction product. The product is: [CH3:1][C@@H:2]1[CH2:3][N:4]([CH2:8][C:9]2[CH:14]=[CH:13][C:12]([N:15]3[CH2:20][CH2:19][O:18][CH2:17][CH2:16]3)=[CH:11][C:10]=2[C:21]([F:24])([F:22])[F:23])[CH2:5][CH2:6][N:7]1[C:25]([O:26][N:27]1[C:31](=[O:32])[CH2:30][CH2:29][C:28]1=[O:33])=[O:34]. (3) Given the reactants [Br:1][C:2]1[CH:3]=[CH:4][C:5]([C:8](O)([OH:12])[CH:9]([F:11])[F:10])=[N:6][CH:7]=1.[BH4-].[Na+].O, predict the reaction product. The product is: [Br:1][C:2]1[CH:3]=[CH:4][C:5]([CH:8]([OH:12])[CH:9]([F:10])[F:11])=[N:6][CH:7]=1. (4) Given the reactants [Br:1][C:2]1[C:11]2[C:6](=[CH:7][CH:8]=[CH:9][CH:10]=2)[C:5]([NH2:12])=[N:4][CH:3]=1.Cl[CH:14](C)[CH:15]=O.C(=O)([O-])O.[Na+].C(O)C, predict the reaction product. The product is: [Br:1][C:2]1[C:11]2[C:6](=[CH:7][CH:8]=[CH:9][CH:10]=2)[C:5]2=[N:12][CH:14]=[CH:15][N:4]2[CH:3]=1. (5) Given the reactants CC(C)([O-])C.[K+].[Br:7][C:8]1[CH:9]=[CH:10][C:11]([CH3:34])=[C:12]([CH2:14][C:15]([NH:17][C:18]2([C:30]([O:32]C)=O)[CH2:23][CH2:22][C:21]([O:28][CH3:29])([C:24]([F:27])([F:26])[F:25])[CH2:20][CH2:19]2)=[O:16])[CH:13]=1.Cl, predict the reaction product. The product is: [Br:7][C:8]1[CH:9]=[CH:10][C:11]([CH3:34])=[C:12]([C:14]2[C:15](=[O:16])[NH:17][C:18]3([CH2:19][CH2:20][C:21]([O:28][CH3:29])([C:24]([F:26])([F:25])[F:27])[CH2:22][CH2:23]3)[C:30]=2[OH:32])[CH:13]=1. (6) Given the reactants Cl.Cl.[NH2:3][C@@H:4]1[C:18](=[O:19])[N:17]2[CH2:20][C@H:21]([O:23][C:24]3[C:33]4[C:28](=[C:29]([CH3:36])[C:30]([O:34][CH3:35])=[CH:31][CH:32]=4)[N:27]=[C:26]([C:37]4[S:38][CH:39]=[C:40]([CH:42]([CH3:44])[CH3:43])[N:41]=4)[CH:25]=3)[CH2:22][C@H:16]2[C:15](=[O:45])[NH:14][C@:13]2([C:47]([NH:49][S:50]([CH:53]3[CH2:55][CH2:54]3)(=[O:52])=[O:51])=[O:48])[CH2:46][C@H:12]2[CH:11]=[CH:10][CH2:9][CH2:8][CH2:7][CH2:6][CH2:5]1.[CH2:56]([N:58]([CH2:61][CH3:62])[CH2:59]C)C.ClC(Cl)([O:66]C(=O)OC(Cl)(Cl)Cl)Cl.C(N)C, predict the reaction product. The product is: [N:58]1([C:56]([NH:3][C@@H:4]2[C:18](=[O:19])[N:17]3[CH2:20][C@H:21]([O:23][C:24]4[C:33]5[C:28](=[C:29]([CH3:36])[C:30]([O:34][CH3:35])=[CH:31][CH:32]=5)[N:27]=[C:26]([C:37]5[S:38][CH:39]=[C:40]([CH:42]([CH3:43])[CH3:44])[N:41]=5)[CH:25]=4)[CH2:22][C@H:16]3[C:15](=[O:45])[NH:14][C@:13]3([C:47]([NH:49][S:50]([CH:53]4[CH2:54][CH2:55]4)(=[O:51])=[O:52])=[O:48])[CH2:46][C@H:12]3[CH:11]=[CH:10][CH2:9][CH2:8][CH2:7][CH2:6][CH2:5]2)=[O:66])[CH2:59][CH2:62][CH2:61]1. (7) Given the reactants [CH3:1][N:2]([CH3:15])[CH2:3][CH2:4][O:5][C:6]1[CH:11]=[CH:10][C:9]([N+:12]([O-])=O)=[CH:8][CH:7]=1.[H][H], predict the reaction product. The product is: [CH3:1][N:2]([CH3:15])[CH2:3][CH2:4][O:5][C:6]1[CH:11]=[CH:10][C:9]([NH2:12])=[CH:8][CH:7]=1.